From a dataset of Catalyst prediction with 721,799 reactions and 888 catalyst types from USPTO. Predict which catalyst facilitates the given reaction. Reactant: [C:1]([NH:8][C@H:9]([C:14]([OH:16])=O)[CH2:10][CH:11]([CH3:13])[CH3:12])([O:3][C:4]([CH3:7])([CH3:6])[CH3:5])=[O:2].[CH2:31]1[CH2:32][N:28]([P+](ON2N=NC3C=CC=CC2=3)([N:28]2[CH2:32][CH2:31][CH2:30][CH2:29]2)[N:28]2[CH2:32][CH2:31][CH2:30][CH2:29]2)[CH2:29][CH2:30]1.F[P-](F)(F)(F)(F)F.C(N(C(C)C)CC)(C)C.N1C2C(=CC=CC=2)[C:62](=[O:63])C1=O.CN(C=[O:74])C. Product: [NH:8]([C:1]([O:3][C:4]([CH3:5])([CH3:6])[CH3:7])=[O:2])[C@H:9]([C:14]([N:28]1[CH2:29][CH2:30][CH2:31][C@H:32]1[C:62]([OH:63])=[O:74])=[O:16])[CH2:10][CH:11]([CH3:12])[CH3:13]. The catalyst class is: 2.